Dataset: Forward reaction prediction with 1.9M reactions from USPTO patents (1976-2016). Task: Predict the product of the given reaction. (1) Given the reactants O.[OH-].[Li+].[N:4]([CH2:7][C:8]1[CH:17]=[CH:16][C:11]([C:12]([O:14]C)=[O:13])=[C:10]([Cl:18])[CH:9]=1)=[N+:5]=[N-:6], predict the reaction product. The product is: [N:4]([CH2:7][C:8]1[CH:17]=[CH:16][C:11]([C:12]([OH:14])=[O:13])=[C:10]([Cl:18])[CH:9]=1)=[N+:5]=[N-:6]. (2) Given the reactants Cl.[N:2]1[CH:7]=[C:6]([NH2:8])[CH:5]=[C:4]([NH2:9])[CH:3]=1.[N+]([C:13]1[CH:14]=C(S([O-])(=O)=O)C=C[CH:18]=1)([O-])=O.[Na+].O.OS(O)(=O)=O, predict the reaction product. The product is: [N:2]1[C:7]2[C:6](=[N:8][CH:18]=[CH:13][CH:14]=2)[CH:5]=[C:4]([NH2:9])[CH:3]=1. (3) Given the reactants [OH:1][C:2]1[C:7]([C:8]([CH3:11])([CH3:10])[CH3:9])=[CH:6][C:5]([CH3:12])=[CH:4][C:3]=1[N:13]1[N:17]=[C:16]2[CH:18]=[CH:19][CH:20]=[CH:21][C:15]2=[N:14]1.N(C(C)(C)C#N)=NC(C)(C)C#N.[Br:34]Br, predict the reaction product. The product is: [OH:1][C:2]1[C:7]([C:8]([CH3:9])([CH3:11])[CH3:10])=[CH:6][C:5]([CH2:12][Br:34])=[CH:4][C:3]=1[N:13]1[N:17]=[C:16]2[CH:18]=[CH:19][CH:20]=[CH:21][C:15]2=[N:14]1. (4) Given the reactants C([O:8][NH:9][CH2:10][C:11]([NH:13][C@H:14]([C:20]([OH:22])=[O:21])[CH2:15][CH2:16][CH2:17][CH2:18][NH2:19])=[O:12])C1C=CC=CC=1, predict the reaction product. The product is: [OH:8][NH:9][CH2:10][C:11]([NH:13][C@H:14]([C:20]([OH:22])=[O:21])[CH2:15][CH2:16][CH2:17][CH2:18][NH2:19])=[O:12]. (5) The product is: [O:6]=[C:7]1[CH:16]=[N:15][C:14]2[C:9](=[CH:10][CH:11]=[CH:12][CH:13]=2)[N:8]1[CH2:17][CH2:18][CH2:19][C:20]1([C:26]([O:28][CH2:29][CH3:30])=[O:27])[CH2:25][CH2:24][N:23]([CH2:32][CH2:33][S:34][C:35]2[S:36][CH:37]=[CH:38][CH:39]=2)[CH2:22][CH2:21]1. Given the reactants CN(C)C=O.[O:6]=[C:7]1[CH:16]=[N:15][C:14]2[C:9](=[CH:10][CH:11]=[CH:12][CH:13]=2)[N:8]1[CH2:17][CH2:18][CH2:19][C:20]1([C:26]([O:28][CH2:29][CH3:30])=[O:27])[CH2:25][CH2:24][NH:23][CH2:22][CH2:21]1.Br[CH2:32][CH2:33][S:34][C:35]1[S:36][CH:37]=[CH:38][CH:39]=1.C(=O)([O-])[O-].[K+].[K+], predict the reaction product. (6) Given the reactants [NH:1]1[C:5]2=[N:6][CH:7]=[C:8]([NH:10][C:11]3[C:12]4[C:19]5[CH2:20][CH2:21][C@H:22]([C:24](O)=[O:25])[CH2:23][C:18]=5[S:17][C:13]=4[N:14]=[CH:15][N:16]=3)[CH:9]=[C:4]2[CH:3]=[N:2]1.[NH:27]1[CH2:32][CH2:31][O:30][CH2:29][CH2:28]1, predict the reaction product. The product is: [N:27]1([C:24]([C@H:22]2[CH2:21][CH2:20][C:19]3[C:12]4[C:11]([NH:10][C:8]5[CH:9]=[C:4]6[CH:3]=[N:2][NH:1][C:5]6=[N:6][CH:7]=5)=[N:16][CH:15]=[N:14][C:13]=4[S:17][C:18]=3[CH2:23]2)=[O:25])[CH2:32][CH2:31][O:30][CH2:29][CH2:28]1. (7) Given the reactants C[O:2][C:3](=[O:34])[C@@H:4]([O:31][CH2:32][CH3:33])[CH2:5][C:6]1[CH:11]=[CH:10][C:9]([O:12][CH2:13][C:14]2[N:15]=[C:16]([C:20]3[CH:25]=[CH:24][C:23]([O:26][CH:27]([CH3:29])[CH3:28])=[CH:22][CH:21]=3)[O:17][C:18]=2[CH3:19])=[CH:8][C:7]=1[Cl:30].[Li+].[OH-], predict the reaction product. The product is: [Cl:30][C:7]1[CH:8]=[C:9]([O:12][CH2:13][C:14]2[N:15]=[C:16]([C:20]3[CH:21]=[CH:22][C:23]([O:26][CH:27]([CH3:29])[CH3:28])=[CH:24][CH:25]=3)[O:17][C:18]=2[CH3:19])[CH:10]=[CH:11][C:6]=1[CH2:5][C@H:4]([O:31][CH2:32][CH3:33])[C:3]([OH:34])=[O:2]. (8) Given the reactants O[CH2:2][C@@H:3]([C@H:5]([C@@H:7]([C@@H:9]([CH2:11][OH:12])[OH:10])[OH:8])[OH:6])[OH:4].[CH:13](=O)[CH2:14][CH2:15][CH2:16][CH2:17][CH2:18][CH2:19][CH3:20].C(OCCCCCCCC)CCCCCCC, predict the reaction product. The product is: [CH2:13]([O:12][CH2:11][CH:9]([CH:7]1[CH:5]([OH:6])[CH:3]([OH:4])[CH2:2][O:8]1)[OH:10])[CH2:14][CH2:15][CH2:16][CH2:17][CH2:18][CH2:19][CH3:20].